Dataset: M1 muscarinic receptor antagonist screen with 61,756 compounds. Task: Binary Classification. Given a drug SMILES string, predict its activity (active/inactive) in a high-throughput screening assay against a specified biological target. (1) The drug is S1CCCn2c1nc(=O)c(c2O)C\C=C\c1ccccc1. The result is 0 (inactive). (2) The compound is O=C(NCc1n(CCCCC)c2c(n1)cccc2)CC. The result is 0 (inactive). (3) The drug is S(CC(=O)Nc1c(cc2OCOc2c1)C(=O)C)c1oc2c(n1)cccc2. The result is 0 (inactive). (4) The drug is s1c(c2onc(n2)c2ccc(cc2)C)ccc1. The result is 0 (inactive).